From a dataset of Catalyst prediction with 721,799 reactions and 888 catalyst types from USPTO. Predict which catalyst facilitates the given reaction. (1) Reactant: [C:1](Cl)(=[O:4])[CH:2]=[CH2:3].[OH:6][C:7]12[CH2:16][CH:11]3[CH2:12][CH:13]([CH2:15][C:9]([C:17]([CH3:20])([CH3:19])[OH:18])([CH2:10]3)[CH2:8]1)[CH2:14]2.C(N(CC)CC)C.O1CCCC1. Product: [C:1]([O:18][C:17]([C:9]12[CH2:15][CH:13]3[CH2:12][CH:11]([CH2:16][C:7]([OH:6])([CH2:14]3)[CH2:8]1)[CH2:10]2)([CH3:20])[CH3:19])(=[O:4])[CH:2]=[CH2:3]. The catalyst class is: 6. (2) Reactant: NN.[CH:3]1([NH:9][C:10]([NH:12][CH2:13][CH2:14][CH2:15][CH2:16][N:17]2[C:25]3[C:24]([CH3:26])=[C:23]([CH3:27])[N:22]4[N:28]=[N:29][N:30]=[C:21]4[C:20]=3[N:19]=[C:18]2[CH2:31][O:32][N:33]2C(=O)C3[C:35](=CC=CC=3)[C:34]2=O)=[O:11])[CH2:8][CH2:7][CH2:6][CH2:5][CH2:4]1.Cl[CH2:45]Cl. The catalyst class is: 8. Product: [CH:3]1([NH:9][C:10]([NH:12][CH2:13][CH2:14][CH2:15][CH2:16][N:17]2[C:25]3[C:24]([CH3:26])=[C:23]([CH3:27])[N:22]4[N:28]=[N:29][N:30]=[C:21]4[C:20]=3[N:19]=[C:18]2[CH2:31][O:32][N:33]=[C:34]([CH3:45])[CH3:35])=[O:11])[CH2:4][CH2:5][CH2:6][CH2:7][CH2:8]1.